Dataset: Reaction yield outcomes from USPTO patents with 853,638 reactions. Task: Predict the reaction yield, written as a fraction of the theoretical maximum amount of product (1.0 means a 100% yield; for example, 0.34 means a 34% yield). The reactants are [Cl:1][C:2]1[C:3]([OH:13])=[CH:4][CH:5]=[C:6]2[C:11]=1[C:10](=[O:12])[NH:9][CH2:8][CH2:7]2.[CH2:14]([N:16]([CH2:20][CH3:21])[C:17](Cl)=[O:18])[CH3:15].O. The catalyst is N1C=CC=CC=1. The product is [CH2:14]([N:16]([CH2:20][CH3:21])[C:17](=[O:18])[O:13][C:3]1[C:2]([Cl:1])=[C:11]2[C:6]([CH2:7][CH2:8][NH:9][C:10]2=[O:12])=[CH:5][CH:4]=1)[CH3:15]. The yield is 0.900.